Dataset: Full USPTO retrosynthesis dataset with 1.9M reactions from patents (1976-2016). Task: Predict the reactants needed to synthesize the given product. (1) Given the product [C:1]([O:5][C:6]([N:8]1[CH2:12][C@@H:11]([CH2:13][N:14]([CH:31]([CH3:32])[CH3:33])[C:15](=[O:30])[C:16]2[CH:21]=[CH:20][C:19]([O:22][CH3:23])=[C:18]([O:24][CH2:25][CH2:26][CH2:27][O:28][CH3:29])[CH:17]=2)[C@H:10]([NH:34][C:39](=[O:48])[CH:40]([O:41][C:55](=[O:53])[CH3:54])[C:42]2[CH:43]=[CH:44][CH:45]=[CH:46][CH:47]=2)[CH2:9]1)=[O:7])([CH3:3])([CH3:4])[CH3:2], predict the reactants needed to synthesize it. The reactants are: [C:1]([O:5][C:6]([N:8]1[CH2:12][C@@H:11]([CH2:13][N:14]([CH:31]([CH3:33])[CH3:32])[C:15](=[O:30])[C:16]2[CH:21]=[CH:20][C:19]([O:22][CH3:23])=[C:18]([O:24][CH2:25][CH2:26][CH2:27][O:28][CH3:29])[CH:17]=2)[C@H:10]([NH2:34])[CH2:9]1)=[O:7])([CH3:4])([CH3:3])[CH3:2].C([ClH][C:39](=[O:48])[CH:40]([C:42]1[CH:47]=[CH:46][CH:45]=[CH:44][CH:43]=1)[OH:41])(=O)C.C(Cl)Cl.C[OH:53].[CH3:54][C:55]#N.O. (2) Given the product [CH2:1]([O:3][C:4]([C:6]1[N:7]([CH2:24][C:25]2[CH:30]=[CH:29][CH:28]=[C:27]([C:31]([F:34])([F:33])[F:32])[CH:26]=2)[C:8]2[C:13]([C:14]=1[C:35]1[CH:40]=[CH:39][CH:38]=[CH:37][CH:36]=1)=[CH:12][C:11]([C:16]1[CH:21]=[CH:20][C:19]([O:22][CH3:23])=[CH:18][CH:17]=1)=[CH:10][CH:9]=2)=[O:5])[CH3:2], predict the reactants needed to synthesize it. The reactants are: [CH2:1]([O:3][C:4]([C:6]1[N:7]([CH2:24][C:25]2[CH:30]=[CH:29][CH:28]=[C:27]([C:31]([F:34])([F:33])[F:32])[CH:26]=2)[C:8]2[C:13]([C:14]=1I)=[CH:12][C:11]([C:16]1[CH:21]=[CH:20][C:19]([O:22][CH3:23])=[CH:18][CH:17]=1)=[CH:10][CH:9]=2)=[O:5])[CH3:2].[C:35]1(B(O)O)[CH:40]=[CH:39][CH:38]=[CH:37][CH:36]=1.[O-]P([O-])([O-])=O.[K+].[K+].[K+].